Dataset: Peptide-MHC class II binding affinity with 134,281 pairs from IEDB. Task: Regression. Given a peptide amino acid sequence and an MHC pseudo amino acid sequence, predict their binding affinity value. This is MHC class II binding data. (1) The peptide sequence is SDYVYQPFPKTVWEQ. The MHC is HLA-DQA10201-DQB10202 with pseudo-sequence HLA-DQA10201-DQB10202. The binding affinity (normalized) is 0.0952. (2) The peptide sequence is LVVGIYDEPMTPGQC. The binding affinity (normalized) is 0.252. The MHC is DRB3_0101 with pseudo-sequence DRB3_0101.